From a dataset of Full USPTO retrosynthesis dataset with 1.9M reactions from patents (1976-2016). Predict the reactants needed to synthesize the given product. (1) Given the product [C:1]([C:4]1[N:9]=[C:8]([C:10]([O:12][CH3:13])=[O:11])[C:7]([O:14][CH3:15])=[C:6]([N:16]([C:17]([O:19][C:20]([CH3:23])([CH3:22])[CH3:21])=[O:18])[C:17]([O:19][C:20]([CH3:23])([CH3:22])[CH3:21])=[O:18])[CH:5]=1)(=[O:3])[CH3:2], predict the reactants needed to synthesize it. The reactants are: [C:1]([C:4]1[N:9]=[C:8]([C:10]([O:12][CH3:13])=[O:11])[C:7]([O:14][CH3:15])=[C:6]([NH2:16])[CH:5]=1)(=[O:3])[CH3:2].[C:17](O[C:17]([O:19][C:20]([CH3:23])([CH3:22])[CH3:21])=[O:18])([O:19][C:20]([CH3:23])([CH3:22])[CH3:21])=[O:18]. (2) Given the product [Cl:19][C:3]1[C:2]([OH:1])=[N:7][C:6]2[N:8]([CH:11]([CH3:13])[CH3:12])[N:9]=[CH:10][C:5]=2[C:4]=1[C:14]([O:16][CH2:17][CH3:18])=[O:15], predict the reactants needed to synthesize it. The reactants are: [OH:1][C:2]1[CH:3]=[C:4]([C:14]([O:16][CH2:17][CH3:18])=[O:15])[C:5]2[CH:10]=[N:9][N:8]([CH:11]([CH3:13])[CH3:12])[C:6]=2[N:7]=1.[Cl:19]NC(=O)CCC(N)=O.O.C(OCC)(=O)C. (3) Given the product [Br:11][C:8]1[C:9](=[O:10])[N:4]([CH2:32][CH:31]([OH:35])[CH2:33][OH:27])[C:5]2[N:14]([C:15]3[CH:20]=[CH:19][C:18]([F:21])=[CH:17][C:16]=3[F:22])[N:13]=[CH:12][C:6]=2[CH:7]=1, predict the reactants needed to synthesize it. The reactants are: C([N:4]1[C:9](=[O:10])[C:8]([Br:11])=[CH:7][C:6]2[CH:12]=[N:13][N:14]([C:15]3[CH:20]=[CH:19][C:18]([F:21])=[CH:17][C:16]=3[F:22])[C:5]1=2)C=C.C[N+]1([O-])CC[O:27]CC1.[C:31]([OH:35])(C)([CH3:33])[CH3:32]. (4) Given the product [F:41][C:42]([F:47])([F:46])[C:43]([OH:45])=[O:44].[Cl:19][C:15]1[C:14]([F:20])=[C:13]([CH:12]2[C:11]([C:23]3[CH:28]=[CH:27][C:26]([Cl:29])=[CH:25][C:24]=3[F:30])([C:21]#[N:22])[CH:10]([CH2:31][C:32]([CH3:33])([C:34]3[O:35][C:36]([CH3:39])=[CH:37][CH:38]=3)[CH3:40])[NH:9][CH:8]2[C:6]([OH:7])=[O:5])[CH:18]=[CH:17][CH:16]=1, predict the reactants needed to synthesize it. The reactants are: C([O:5][C:6]([CH:8]1[CH:12]([C:13]2[CH:18]=[CH:17][CH:16]=[C:15]([Cl:19])[C:14]=2[F:20])[C:11]([C:23]2[CH:28]=[CH:27][C:26]([Cl:29])=[CH:25][C:24]=2[F:30])([C:21]#[N:22])[CH:10]([CH2:31][C:32]([CH3:40])([C:34]2[O:35][C:36]([CH3:39])=[CH:37][CH:38]=2)[CH3:33])[NH:9]1)=[O:7])(C)(C)C.[F:41][C:42]([F:47])([F:46])[C:43]([OH:45])=[O:44].